From a dataset of Forward reaction prediction with 1.9M reactions from USPTO patents (1976-2016). Predict the product of the given reaction. Given the reactants C(OC(=O)[NH:7][CH:8]([CH:37]1[CH2:42][CH2:41][CH2:40][CH2:39][CH2:38]1)[C:9]([N:11]1[CH2:15][CH2:14][CH2:13][CH:12]1[CH2:16][C:17]1[C:25]2[C:20](=[CH:21][C:22]([F:26])=[CH:23][CH:24]=2)[N:19]([CH2:27][CH2:28][O:29][CH2:30][CH2:31][O:32][CH2:33][CH2:34][O:35][CH3:36])[CH:18]=1)=[O:10])(C)(C)C.C(O)(C(F)(F)F)=O, predict the reaction product. The product is: [NH2:7][CH:8]([CH:37]1[CH2:42][CH2:41][CH2:40][CH2:39][CH2:38]1)[C:9]([N:11]1[CH2:15][CH2:14][CH2:13][CH:12]1[CH2:16][C:17]1[C:25]2[C:20](=[CH:21][C:22]([F:26])=[CH:23][CH:24]=2)[N:19]([CH2:27][CH2:28][O:29][CH2:30][CH2:31][O:32][CH2:33][CH2:34][O:35][CH3:36])[CH:18]=1)=[O:10].